From a dataset of Peptide-MHC class II binding affinity with 134,281 pairs from IEDB. Regression. Given a peptide amino acid sequence and an MHC pseudo amino acid sequence, predict their binding affinity value. This is MHC class II binding data. (1) The peptide sequence is TMAQMNQAFRNIVNM. The MHC is DRB1_0101 with pseudo-sequence DRB1_0101. The binding affinity (normalized) is 0.229. (2) The peptide sequence is SKKFIDIFKEEGSNLTSYGR. The MHC is DRB1_1301 with pseudo-sequence DRB1_1301. The binding affinity (normalized) is 0.343. (3) The peptide sequence is ANGYFSGHVIPACKN. The MHC is HLA-DPA10201-DPB11401 with pseudo-sequence HLA-DPA10201-DPB11401. The binding affinity (normalized) is 0.222. (4) The binding affinity (normalized) is 0.254. The MHC is DRB1_1302 with pseudo-sequence DRB1_1302. The peptide sequence is GKLIHEWCCRSCTLP. (5) The binding affinity (normalized) is 0.905. The peptide sequence is MGASYFAADRILPEL. The MHC is DRB1_0802 with pseudo-sequence DRB1_0802. (6) The peptide sequence is FDNIYSVNIERGLGL. The MHC is HLA-DQA10101-DQB10501 with pseudo-sequence HLA-DQA10101-DQB10501. The binding affinity (normalized) is 0.284. (7) The peptide sequence is LGLTQPFLGLCAFLA. The MHC is DRB1_0701 with pseudo-sequence DRB1_0701. The binding affinity (normalized) is 0.770.